From a dataset of Reaction yield outcomes from USPTO patents with 853,638 reactions. Predict the reaction yield, written as a fraction of the theoretical maximum amount of product (1.0 means a 100% yield; for example, 0.34 means a 34% yield). (1) The reactants are C(OC([NH:8][CH2:9][C:10]1[CH:11]=[C:12]([C:16]2[CH:21]=[C:20]([C:22]#[N:23])[CH:19]=[C:18]([O:24][C:25]3[N:30]=[C:29]([C:31]4[CH:39]=[CH:38][CH:37]=[CH:36][C:32]=4[C:33]([OH:35])=[O:34])[C:28]([F:40])=[CH:27][C:26]=3[F:41])[CH:17]=2)[CH:13]=[CH:14][CH:15]=1)=O)(C)(C)C.C(O)(C(F)(F)F)=O. The catalyst is C(Cl)Cl. The product is [NH2:8][CH2:9][C:10]1[CH:11]=[C:12]([C:16]2[CH:21]=[C:20]([C:22]#[N:23])[CH:19]=[C:18]([O:24][C:25]3[N:30]=[C:29]([C:31]4[CH:39]=[CH:38][CH:37]=[CH:36][C:32]=4[C:33]([OH:35])=[O:34])[C:28]([F:40])=[CH:27][C:26]=3[F:41])[CH:17]=2)[CH:13]=[CH:14][CH:15]=1. The yield is 0.900. (2) The reactants are [NH:1]1[CH:5]=[CH:4][N:3]=[CH:2]1.[CH2:6]1[O:14][CH:7]1[C:8]1[CH:13]=[CH:12][CH:11]=[CH:10][CH:9]=1. The catalyst is CCO.N1C=CC=CC=1. The product is [N:1]1([CH2:6][CH:7]([C:8]2[CH:13]=[CH:12][CH:11]=[CH:10][CH:9]=2)[OH:14])[CH:5]=[CH:4][N:3]=[CH:2]1. The yield is 0.350. (3) The reactants are [NH2:1][C:2]1[CH:7]=[CH:6][C:5]([C:8]([CH3:12])([CH3:11])[C:9]#[N:10])=[C:4](Br)[CH:3]=1.B1(C=C)OB([CH:20]=[CH2:21])OB(C=C)O1.C1C=CN=CC=1.C([O-])([O-])=O.[K+].[K+].C([O-])(O)=O.[Na+]. The catalyst is COCCOC.O.C(Cl)Cl. The product is [NH2:1][C:2]1[CH:7]=[CH:6][C:5]([C:8]([CH3:12])([CH3:11])[C:9]#[N:10])=[C:4]([CH:20]=[CH2:21])[CH:3]=1. The yield is 0.950.